This data is from Retrosynthesis with 50K atom-mapped reactions and 10 reaction types from USPTO. The task is: Predict the reactants needed to synthesize the given product. (1) Given the product CCCc1ccc(S(=O)(=O)N2CCN(S(=O)(=O)c3ccc(Nc4ccnc5cc(C(F)(F)F)ccc45)cc3)CC2)cc1F, predict the reactants needed to synthesize it. The reactants are: CCCc1ccc(S(=O)(=O)N2CCN(S(=O)(=O)c3ccc(N)cc3)CC2)cc1F.FC(F)(F)c1ccc2c(Cl)ccnc2c1. (2) Given the product OCc1ccoc1C(F)(F)F, predict the reactants needed to synthesize it. The reactants are: CCOC(=O)c1ccoc1C(F)(F)F. (3) The reactants are: CCCCOc1nc(N)c2[nH]c(=O)n(CCCCN(CCCN3CCOCC3)Cc3cccc(CC(=O)OC)c3)c2n1. Given the product CCCCOc1nc(N)c2[nH]c(=O)n(CCCCN(CCCN3CCOCC3)Cc3cccc(CC(=O)O)c3)c2n1, predict the reactants needed to synthesize it. (4) Given the product CC/C(=C\C=C\C(O)(C(F)(F)F)C(F)(F)F)c1ccc(COc2ccc(C(O[SiH](C)C)C(C)(C)C)c(C(O[SiH](C)C)C(C)(C)C)c2)s1, predict the reactants needed to synthesize it. The reactants are: CC/C(=C\C#CC(O)(C(F)(F)F)C(F)(F)F)c1ccc(COc2ccc(C(O[SiH](C)C)C(C)(C)C)c(C(O[SiH](C)C)C(C)(C)C)c2)s1.